Dataset: Reaction yield outcomes from USPTO patents with 853,638 reactions. Task: Predict the reaction yield, written as a fraction of the theoretical maximum amount of product (1.0 means a 100% yield; for example, 0.34 means a 34% yield). (1) The reactants are COC(=O)C1C=CC([CH2:10][O:11][C:12]2[CH:17]=[CH:16][C:15]([C:18]([CH2:36][CH3:37])([C:21]3[CH:26]=[CH:25][C:24](/[CH:27]=[CH:28]/[C:29]([CH2:33][CH3:34])([OH:32])[CH2:30][CH3:31])=[C:23]([CH3:35])[CH:22]=3)[CH2:19][CH3:20])=[CH:14][C:13]=2[CH3:38])=CC=1.[OH-:40].[Na+].[CH3:42][CH2:43][OH:44]. No catalyst specified. The product is [CH2:19]([C:18]([C:15]1[CH:16]=[CH:17][C:12]([O:11][CH2:10][C:13]2[CH:14]=[C:42]([CH:16]=[CH:17][CH:12]=2)[C:43]([OH:40])=[O:44])=[C:13]([CH3:38])[CH:14]=1)([C:21]1[CH:26]=[CH:25][C:24](/[CH:27]=[CH:28]/[C:29]([CH2:33][CH3:34])([OH:32])[CH2:30][CH3:31])=[C:23]([CH3:35])[CH:22]=1)[CH2:36][CH3:37])[CH3:20]. The yield is 0.770. (2) The reactants are [Cl:1][CH2:2][CH2:3][CH2:4][O:5][C:6]1[CH:15]=[CH:14][C:9]([C:10]([O:12][CH3:13])=[O:11])=[CH:8][C:7]=1[O:16][CH3:17].[N:18]([O-:20])=[O:19].[Na+].C(O)(=O)C.[N+]([O-])(O)=O. The catalyst is O. The product is [Cl:1][CH2:2][CH2:3][CH2:4][O:5][C:6]1[C:7]([O:16][CH3:17])=[CH:8][C:9]([C:10]([O:12][CH3:13])=[O:11])=[C:14]([N+:18]([O-:20])=[O:19])[CH:15]=1. The yield is 0.945. (3) The product is [CH3:21][N:22]([CH3:23])[C:24]1[CH:25]=[CH:26][C:27]([N:30]=[N:31][C:32]2[CH:37]=[CH:36][C:35]([S:38]([NH:1][CH2:2][C:3]3[CH:16]=[CH:15][C:14]4[O:13][C:12]5[C:7]6=[C:8]([C:17](=[O:20])[NH:18][N:19]=[C:6]6[C:5]=4[CH:4]=3)[CH:9]=[CH:10][CH:11]=5)(=[O:40])=[O:39])=[CH:34][CH:33]=2)=[CH:28][CH:29]=1. The catalyst is CN(C=O)C. The yield is 0.590. The reactants are [NH2:1][CH2:2][C:3]1[CH:16]=[CH:15][C:14]2[O:13][C:12]3[C:7]4=[C:8]([C:17](=[O:20])[NH:18][N:19]=[C:6]4[C:5]=2[CH:4]=1)[CH:9]=[CH:10][CH:11]=3.[CH3:21][N:22]([C:24]1[CH:29]=[CH:28][C:27]([N:30]=[N:31][C:32]2[CH:37]=[CH:36][C:35]([S:38](Cl)(=[O:40])=[O:39])=[CH:34][CH:33]=2)=[CH:26][CH:25]=1)[CH3:23]. (4) The reactants are [Cl:1][C:2]1[CH:3]=[C:4]([C:10]2[CH:14]=[CH:13][N:12]([CH2:15][C@@H:16]([NH:18][C:19]([C:21]3[N:22]=[C:23]([C:26]4[N:30](C5CCCCO5)[N:29]=[CH:28][CH:27]=4)[O:24][CH:25]=3)=[O:20])[CH3:17])[N:11]=2)[CH:5]=[CH:6][C:7]=1[C:8]#[N:9].Cl.CCO. The catalyst is C(OCC)(=O)C. The product is [Cl:1][C:2]1[CH:3]=[C:4]([C:10]2[CH:14]=[CH:13][N:12]([CH2:15][C@@H:16]([NH:18][C:19]([C:21]3[N:22]=[C:23]([C:26]4[CH:27]=[CH:28][NH:29][N:30]=4)[O:24][CH:25]=3)=[O:20])[CH3:17])[N:11]=2)[CH:5]=[CH:6][C:7]=1[C:8]#[N:9]. The yield is 0.296. (5) The reactants are Cl[C:2]1[N:10]=[C:9]([C:11]([F:14])([F:13])[F:12])[CH:8]=[CH:7][C:3]=1[C:4]([OH:6])=[O:5].[NH3:15].Cl. The catalyst is [Cu]Cl.C(OCC)(=O)C. The product is [NH2:15][C:2]1[N:10]=[C:9]([C:11]([F:14])([F:13])[F:12])[CH:8]=[CH:7][C:3]=1[C:4]([OH:6])=[O:5]. The yield is 0.580. (6) The reactants are [OH:1][C:2]1[CH:3]=[CH:4][C:5]2[N:9]=[C:8]([CH2:10][O:11][C:12]3[CH:13]=[C:14]([CH:19]=[CH:20][CH:21]=3)[C:15]([O:17][CH3:18])=[O:16])[N:7]([CH3:22])[C:6]=2[CH:23]=1.F[C:25]1[C:30]([F:31])=[CH:29][CH:28]=[C:27]([F:32])[N:26]=1.N1C2C(=CC=C3C=2N=CC=C3)C=CC=1.C(=O)([O-])[O-].[Cs+].[Cs+]. The catalyst is [Cu](I)I.CN(C=O)C. The product is [F:31][C:30]1[C:25]([O:1][C:2]2[CH:3]=[CH:4][C:5]3[N:9]=[C:8]([CH2:10][O:11][C:12]4[CH:13]=[C:14]([CH:19]=[CH:20][CH:21]=4)[C:15]([O:17][CH3:18])=[O:16])[N:7]([CH3:22])[C:6]=3[CH:23]=2)=[N:26][C:27]([F:32])=[CH:28][CH:29]=1. The yield is 0.710.